This data is from Experimentally validated miRNA-target interactions with 360,000+ pairs, plus equal number of negative samples. The task is: Binary Classification. Given a miRNA mature sequence and a target amino acid sequence, predict their likelihood of interaction. (1) The miRNA is mmu-miR-5135 with sequence AGGUCUAGGUGGCAAGGGCGUCCU. The protein sequence of the target gene is MTAGSVCAPQIIPLRVPQPGKANHEIDTNTLLEMKSDTPDVNIYYTLDGSKPDFLKKVGSGENNTFKYVKPITLPDGKIQVKAVAVSKDCRQSGIVTKVFQVDYEPPKMVSSEDNVEDALKGFSKQELKNGFVGPKLRKKYKNAENKSTWNVNLRRLADLKVGERADPKTLKDLRFAESPLEIPAYHEGASARLPTHQAQSPGFAHITGQKSLTSTEIMRIQRETDFLKCAHCLASRPSDPFARFCHECGAPVPPIFGYRLPPPEGAQMGLCAECGSMVPMNTPICVVCEAPLAPQLRPQ.... Result: 1 (interaction). (2) The miRNA is hsa-miR-22-3p with sequence AAGCUGCCAGUUGAAGAACUGU. The protein sequence of the target gene is MVIMSEFSAVPSGTGQGQQKPLRVGFYDVERTLGKGNFAVVKLARHRVTKTQVAIKIIDKTRLDSSNLEKIYREVQLMKLLNHPNIIKLYQVMETKDMLYIVTEFAKNGEMFDYLTSNGHLSENEARQKFWQILSAVEYCHNHHIVHRDLKTENLLLDSNMDIKLADFGFGNFYKPGEPLSTWCGSPPYAAPEVFEGKEYEGPQLDVWSLGVVLYVLVCGSLPFDGPNLPTLRQRVLEGRFRIPFFMSQDCETLIRRMLVVDPAKRITIAQIRQHRWMQADPTLLQQDDPAFDMQGYTSN.... Result: 0 (no interaction). (3) The miRNA is hsa-miR-190a-3p with sequence CUAUAUAUCAAACAUAUUCCU. The protein sequence of the target gene is MAERKPNGGSGGASTSSSGTNLLFSSSATEFSFNVPFIPVTQASASPASLLLPGEDSTDVGEEDSFLGQTSIHTSAPQTFSYFSQVSSSSDPFGNIGQSPLTTAATSVGQSGFPKPLTALPFTTGSQDVSNAFSPSISKAQPGAPPSSLMGINSYLPSQPSSLPPSYFGNQPQGIPQPGYNPYRHTPGSSRANPYIAPPQLQQCQTPGPPAHPPPSGPPVQMYQMPPGSLPPVPSSVQSPAQQQVPARPGAPSVQVPSPFLLQNQYEPVQPHWFYCKEVEYKQLWMPFSVFDSLNLEEIY.... Result: 1 (interaction). (4) The miRNA is hsa-miR-765 with sequence UGGAGGAGAAGGAAGGUGAUG. The protein sequence of the target gene is MGAGNFLTALEVPVAALAGAASDRRASCERVSPPPPLPHFRLPPLPRSRLPGPVSRPEPGAPLLGCWLQWGAPSPGPLCLLFRLCSCTCFAPLPAGADMDPNPRAALERQQLRLRERQKFFEDILQPETEFVFPLSHLHLESQRPPIGSISSMEVNVDTLEQVELIDLGDPDAADVFLPCEDPPPTPQSSGMDNHLEELSLPVPTSDRTTSRTSSSSSSDSSTNLHSPNPSDDGADTPLAQSDEEEERGDGGAEPGACS. Result: 1 (interaction). (5) The miRNA is mmu-miR-297c-5p with sequence AUGUAUGUGUGCAUGUACAUGU. The protein sequence of the target gene is MEPGPARPRLAPAARPGWGRAAGCRRRGGPARHGRASGQEDATTAGRQAGGGVRGEGTPAAGDGLGRPLGPTPSQSRFQVDPVSENAGRAAAAAAAAAAAAAAAGAAGKETPAAGKAGGESGVAKGSEEAKGRFRVNFVDPAASSSADDSLSDAAGVGGDGPNVSFQNGGDTVLSEGSSLHSGGGSGHHQQYYYDTHTNTYYLRTFGHNTMDAVPRIDHYRHTAAQLGEKLLRPSLAELHDELEKEPFEDGFANGEESTPTRDAVVAYTAESKGVVKFGWIKGVLVRCMLNIWGVMLFIR.... Result: 1 (interaction). (6) The miRNA is cel-miR-392-3p with sequence UAUCAUCGAUCACGUGUGAUGA. The protein sequence of the target gene is MAQRAFPNPYADYNKSLAENYFDSTGRLTPEFSHRLTNKIRELLQQMERGLKSADPRDGTGYTGWAGIAVLYLHLHNVFGDPAYLQMAHSYVKQSLNCLSRRSITFLCGDAGPLAVAAVLYHKMNSEKQAEECITRLIHLNKIDPHVPNEMLYGRIGYIFALLFVNKNFGEEKIPQSHIQQICENILTSGENLSRKRNLAAKSPLMYEWYQEYYVGAAHGLAGIYYYLMQPSLQVNQGKLHSLVKPSVDFVCRLKFPSGNYPPCLDDTRDLLVHWCHGAPGVIYMLIQAYKVFKEERYLC.... Result: 0 (no interaction).